Dataset: Forward reaction prediction with 1.9M reactions from USPTO patents (1976-2016). Task: Predict the product of the given reaction. (1) Given the reactants [NH2:1][C:2]1[C:6]([C:7]([N:9]2[CH2:14][CH2:13][CH:12]([N:15]3[CH2:27][CH2:26][CH2:25][C:17]4([C:21](=[O:22])[O:20][C:19]([CH3:24])([CH3:23])[CH2:18]4)[CH2:16]3)[CH2:11][CH2:10]2)=[O:8])=[CH:5][N:4]([C:28]2[CH:33]=[CH:32][CH:31]=[CH:30][CH:29]=2)[N:3]=1.[CH2:34]([N:36]=[C:37]=[O:38])[CH3:35], predict the reaction product. The product is: [CH3:24][C:19]1([CH3:23])[CH2:18][C:17]2([CH2:25][CH2:26][CH2:27][N:15]([CH:12]3[CH2:13][CH2:14][N:9]([C:7]([C:6]4[C:2]([NH:1][C:37]([NH:36][CH2:34][CH3:35])=[O:38])=[N:3][N:4]([C:28]5[CH:29]=[CH:30][CH:31]=[CH:32][CH:33]=5)[CH:5]=4)=[O:8])[CH2:10][CH2:11]3)[CH2:16]2)[C:21](=[O:22])[O:20]1. (2) Given the reactants [O:1]=[C:2]1[C:23]2[C:18](=[CH:19][CH:20]=[CH:21][CH:22]=2)[C:5]2([CH2:10][CH2:9][N:8]([C:11]([O:13][C:14]([CH3:17])([CH3:16])[CH3:15])=[O:12])[CH2:7][CH2:6]2)[CH2:4][CH2:3]1.C[Si]([N-][Si](C)(C)C)(C)C.[Li+].[F:34][C:35]([F:54])([F:53])[S:36](N(C1C=CC=CN=1)[S:36]([C:35]([F:54])([F:53])[F:34])(=[O:38])=[O:37])(=[O:38])=[O:37], predict the reaction product. The product is: [F:34][C:35]([F:54])([F:53])[S:36]([O:1][C:2]1[C:23]2[C:18](=[CH:19][CH:20]=[CH:21][CH:22]=2)[C:5]2([CH2:6][CH2:7][N:8]([C:11]([O:13][C:14]([CH3:15])([CH3:16])[CH3:17])=[O:12])[CH2:9][CH2:10]2)[CH2:4][CH:3]=1)(=[O:38])=[O:37].